Dataset: Full USPTO retrosynthesis dataset with 1.9M reactions from patents (1976-2016). Task: Predict the reactants needed to synthesize the given product. (1) Given the product [ClH:31].[CH3:1][N:2]([CH3:30])[C:3]1[C:29]2[C:7](=[N:8][N:9]3[C:14]([CH:15]4[CH2:16][CH2:17][NH:18][CH2:19][CH2:20]4)=[CH:13][C:12](=[O:28])[NH:11][C:10]3=2)[N:6]=[CH:5][CH:4]=1, predict the reactants needed to synthesize it. The reactants are: [CH3:1][N:2]([CH3:30])[C:3]1[C:29]2[C:7](=[N:8][N:9]3[C:14]([CH:15]4[CH2:20][CH2:19][N:18](C(OC(C)(C)C)=O)[CH2:17][CH2:16]4)=[CH:13][C:12](=[O:28])[NH:11][C:10]3=2)[N:6]=[CH:5][CH:4]=1.[ClH:31]. (2) The reactants are: [Cl:1][C:2]1[CH:7]=[CH:6][C:5]([OH:8])=[CH:4][CH:3]=1.Cl[C:10]1[CH:15]=[C:14]([CH3:16])[N:13]=[C:12]([NH:17][C:18]2[CH:23]=[CH:22][C:21]([N:24]3[CH:28]=[C:27]([CH3:29])[N:26]=[CH:25]3)=[C:20]([O:30][CH3:31])[CH:19]=2)[N:11]=1. Given the product [Cl:1][C:2]1[CH:7]=[CH:6][C:5]([O:8][C:10]2[CH:15]=[C:14]([CH3:16])[N:13]=[C:12]([NH:17][C:18]3[CH:23]=[CH:22][C:21]([N:24]4[CH:28]=[C:27]([CH3:29])[N:26]=[CH:25]4)=[C:20]([O:30][CH3:31])[CH:19]=3)[N:11]=2)=[CH:4][CH:3]=1, predict the reactants needed to synthesize it. (3) Given the product [N:1]([CH2:2][C:3]([NH:35][CH2:36][CH2:37][O:38][CH2:39][CH2:40][O:41][CH2:42][CH2:43][O:44][CH2:45][CH2:46][NH:47][S:48]([C:51]1[CH:56]=[CH:55][CH:54]=[C:53]([CH:57]2[C:66]3[C:61](=[C:62]([Cl:68])[CH:63]=[C:64]([Cl:67])[CH:65]=3)[CH2:60][N:59]([CH3:69])[CH2:58]2)[CH:52]=1)(=[O:50])=[O:49])=[O:5])([CH2:13][C:14]([NH:35][CH2:36][CH2:37][O:38][CH2:39][CH2:40][O:41][CH2:42][CH2:43][O:44][CH2:45][CH2:46][NH:47][S:48]([C:51]1[CH:56]=[CH:55][CH:54]=[C:53]([CH:57]2[C:66]3[C:61](=[C:62]([Cl:68])[CH:63]=[C:64]([Cl:67])[CH:65]=3)[CH2:60][N:59]([CH3:69])[CH2:58]2)[CH:52]=1)(=[O:50])=[O:49])=[O:16])[CH2:24][C:25]([NH:35][CH2:36][CH2:37][O:38][CH2:39][CH2:40][O:41][CH2:42][CH2:43][O:44][CH2:45][CH2:46][NH:47][S:48]([C:51]1[CH:56]=[CH:55][CH:54]=[C:53]([CH:57]2[C:66]3[C:61](=[C:62]([Cl:68])[CH:63]=[C:64]([Cl:67])[CH:65]=3)[CH2:60][N:59]([CH3:69])[CH2:58]2)[CH:52]=1)(=[O:50])=[O:49])=[O:27], predict the reactants needed to synthesize it. The reactants are: [N:1]([CH2:24][C:25]([O:27]N1C(=O)CCC1=O)=O)([CH2:13][C:14]([O:16]N1C(=O)CCC1=O)=O)[CH2:2][C:3]([O:5]N1C(=O)CCC1=O)=O.[NH2:35][CH2:36][CH2:37][O:38][CH2:39][CH2:40][O:41][CH2:42][CH2:43][O:44][CH2:45][CH2:46][NH:47][S:48]([C:51]1[CH:56]=[CH:55][CH:54]=[C:53]([CH:57]2[C:66]3[C:61](=[C:62]([Cl:68])[CH:63]=[C:64]([Cl:67])[CH:65]=3)[CH2:60][N:59]([CH3:69])[CH2:58]2)[CH:52]=1)(=[O:50])=[O:49]. (4) Given the product [CH:2]1([C:5]2[S:6][C:7]([CH:10]([CH2:15][C:16]3[CH:20]=[C:19]([O:21][CH2:22][CH2:23][C:24]4[CH:33]=[CH:32][C:31]5[CH2:30][CH2:29][CH2:28][NH:27][C:26]=5[N:25]=4)[N:18]([CH3:34])[N:17]=3)[CH2:11][C:12]([OH:14])=[O:13])=[CH:8][N:9]=2)[CH2:3][CH2:4]1, predict the reactants needed to synthesize it. The reactants are: Cl.[CH:2]1([C:5]2[S:6][C:7]([CH:10]([CH2:15][C:16]3[CH:20]=[C:19]([O:21][CH2:22][CH2:23][C:24]4[CH:33]=[CH:32][C:31]5[CH2:30][CH2:29][CH2:28][NH:27][C:26]=5[N:25]=4)[N:18]([CH3:34])[N:17]=3)[CH2:11][C:12]([OH:14])=[O:13])=[CH:8][N:9]=2)[CH2:4][CH2:3]1.ClC1C=CC(C2SC(C(CC3C=C(OCCC4C=CC5CCCNC=5N=4)N(C)N=3)CC(O)=O)=CN=2)=CC=1.ClC1C=CC(C(=S)N)=CC=1.